From a dataset of Catalyst prediction with 721,799 reactions and 888 catalyst types from USPTO. Predict which catalyst facilitates the given reaction. (1) Reactant: FC(F)(F)S(O[C:7]1[CH:8]=[C:9]2[C:14](=[CH:15][CH:16]=1)[N:13]=[CH:12][C:11]([N:17]1[CH2:22][CH2:21][O:20][CH2:19][CH2:18]1)=[CH:10]2)(=O)=O.C(N(CC)C(C)C)(C)C.CC1(C)C2C(=C(P(C3C=CC=CC=3)C3C=CC=CC=3)C=CC=2)OC2C(P(C3C=CC=CC=3)C3C=CC=CC=3)=CC=CC1=2.[SH:76][C:77]1[N:81]2[N:82]=[C:83]([C:86]([O:88]C)=O)[CH:84]=[CH:85][C:80]2=[N:79][N:78]=1.[CH3:90][NH:91][O:92][CH3:93]. Product: [CH3:93][O:92][N:91]([CH3:90])[C:86]([C:83]1[CH:84]=[CH:85][C:80]2[N:81]([C:77]([S:76][C:7]3[CH:8]=[C:9]4[C:14](=[CH:15][CH:16]=3)[N:13]=[CH:12][C:11]([N:17]3[CH2:18][CH2:19][O:20][CH2:21][CH2:22]3)=[CH:10]4)=[N:78][N:79]=2)[N:82]=1)=[O:88]. The catalyst class is: 533. (2) Reactant: [N:1]1[CH:6]=[CH:5][CH:4]=[C:3]([NH:7][C:8](=[O:15])OCC(Cl)(Cl)Cl)[CH:2]=1.Cl.Cl.[F:18][C:19]1[CH:24]=[CH:23][CH:22]=[C:21]([F:25])[C:20]=1[C:26]1[CH:31]=[CH:30][N:29]=[C:28]([N:32]2[CH2:37][CH2:36][NH:35][CH2:34][CH2:33]2)[N:27]=1. Product: [F:18][C:19]1[CH:24]=[CH:23][CH:22]=[C:21]([F:25])[C:20]=1[C:26]1[CH:31]=[CH:30][N:29]=[C:28]([N:32]2[CH2:37][CH2:36][N:35]([C:8]([NH:7][C:3]3[CH:2]=[N:1][CH:6]=[CH:5][CH:4]=3)=[O:15])[CH2:34][CH2:33]2)[N:27]=1. The catalyst class is: 188. (3) Reactant: C([O:8][C:9]1[C:26]([F:27])=[CH:25][C:24]2=[CH:28][C:10]=1[CH2:11][N:12]([CH3:61])[C:13](=[O:60])[C@H:14]([NH:34][C:35]1[CH:36]=[C:37]3[C:42](=[CH:43][CH:44]=1)[C:41]([N:45]([C:53]([O:55][C:56]([CH3:59])([CH3:58])[CH3:57])=[O:54])[C:46](=[O:52])[O:47][C:48]([CH3:51])([CH3:50])[CH3:49])=[N:40][CH:39]=[CH:38]3)[C:15]1[CH:32]=[C:31]([CH3:33])[C:18]([C@@H:19]([CH3:30])[CH2:20][O:21][C:22](=[O:29])[NH:23]2)=[CH:17][CH:16]=1)C1C=CC=CC=1. Product: [C:48]([O:47][C:46]([N:45]([C:41]1[C:42]2[C:37](=[CH:36][C:35]([NH:34][C@H:14]3[C:13](=[O:60])[N:12]([CH3:61])[CH2:11][C:10]4[CH:28]=[C:24]([CH:25]=[C:26]([F:27])[C:9]=4[OH:8])[NH:23][C:22](=[O:29])[O:21][CH2:20][C@H:19]([CH3:30])[C:18]4[C:31]([CH3:33])=[CH:32][C:15]3=[CH:16][CH:17]=4)=[CH:44][CH:43]=2)[CH:38]=[CH:39][N:40]=1)[C:53](=[O:54])[O:55][C:56]([CH3:58])([CH3:59])[CH3:57])=[O:52])([CH3:49])([CH3:50])[CH3:51]. The catalyst class is: 19. (4) Reactant: Cl[CH2:2][C:3]([C:7]1[CH:12]=[C:11]([F:13])[CH:10]=[C:9]([Cl:14])[CH:8]=1)([OH:6])[CH2:4]Cl.C(=O)(O)[O-].[Na+].[CH2:20]([NH2:24])[CH:21]([CH3:23])[CH3:22]. Product: [Cl:14][C:9]1[CH:8]=[C:7]([C:3]2([OH:6])[CH2:4][N:24]([CH2:20][CH:21]([CH3:23])[CH3:22])[CH2:2]2)[CH:12]=[C:11]([F:13])[CH:10]=1. The catalyst class is: 10. (5) Reactant: [Cl:1][C:2]1[CH:3]=[C:4]([C:9]2([C:25]([F:28])([F:27])[F:26])[O:13][N:12]=[C:11]([C:14]3[CH:19]=[CH:18][C:17]([CH2:20][NH2:21])=[C:16]([N+:22]([O-:24])=[O:23])[CH:15]=3)[CH2:10]2)[CH:5]=[C:6]([Cl:8])[CH:7]=1.[C:29](OC(=O)C)(=[O:31])[CH3:30].C(N(CC)CC)C. Product: [Cl:1][C:2]1[CH:3]=[C:4]([C:9]2([C:25]([F:26])([F:28])[F:27])[O:13][N:12]=[C:11]([C:14]3[CH:19]=[CH:18][C:17]([CH2:20][NH:21][C:29](=[O:31])[CH3:30])=[C:16]([N+:22]([O-:24])=[O:23])[CH:15]=3)[CH2:10]2)[CH:5]=[C:6]([Cl:8])[CH:7]=1. The catalyst class is: 46.